Dataset: Peptide-MHC class I binding affinity with 185,985 pairs from IEDB/IMGT. Task: Regression. Given a peptide amino acid sequence and an MHC pseudo amino acid sequence, predict their binding affinity value. This is MHC class I binding data. (1) The peptide sequence is DIAEHGAYY. The MHC is HLA-B15:17 with pseudo-sequence HLA-B15:17. The binding affinity (normalized) is 0.0847. (2) The peptide sequence is LVSDGGPNLY. The MHC is HLA-A26:01 with pseudo-sequence HLA-A26:01. The binding affinity (normalized) is 0.533.